Dataset: Peptide-MHC class II binding affinity with 134,281 pairs from IEDB. Task: Regression. Given a peptide amino acid sequence and an MHC pseudo amino acid sequence, predict their binding affinity value. This is MHC class II binding data. (1) The peptide sequence is KVKSLKLLNTRRRQL. The MHC is DRB5_0101 with pseudo-sequence DRB5_0101. The binding affinity (normalized) is 1.00. (2) The peptide sequence is VLQAGFFLITRILTIPQSLD. The MHC is HLA-DPA10103-DPB10201 with pseudo-sequence HLA-DPA10103-DPB10201. The binding affinity (normalized) is 0.125.